Dataset: Reaction yield outcomes from USPTO patents with 853,638 reactions. Task: Predict the reaction yield, written as a fraction of the theoretical maximum amount of product (1.0 means a 100% yield; for example, 0.34 means a 34% yield). (1) The reactants are O=[C:2]([C:14]1[CH:19]=[CH:18][CH:17]=[CH:16][CH:15]=1)[CH2:3][CH2:4][CH2:5][NH:6][C:7](=[O:13])[O:8][C:9]([CH3:12])([CH3:11])[CH3:10].Cl.[NH2:21][OH:22].O.O.O.C([O-])(=O)C.[Na+]. The catalyst is C(O)C. The product is [OH:22][N:21]=[C:2]([C:14]1[CH:19]=[CH:18][CH:17]=[CH:16][CH:15]=1)[CH2:3][CH2:4][CH2:5][NH:6][C:7](=[O:13])[O:8][C:9]([CH3:12])([CH3:11])[CH3:10]. The yield is 0.950. (2) The reactants are Cl[C:2]1[C:7]([C:8]([F:11])([F:10])[F:9])=[CH:6][N:5]=[C:4]([C:12]2[CH:13]=[N:14][C:15]([C:18]([F:21])([F:20])[F:19])=[N:16][CH:17]=2)[N:3]=1.C(=O)([O-])[O-].[Na+].[Na+].FB([CH2:32][NH:33][C:34](=[O:40])[O:35][C:36]([CH3:39])([CH3:38])[CH3:37])(F)F.[K].O. The catalyst is C(O)(C)(C)C.[Cl-].[Na+].O.Cl[Pd](Cl)([P](C1C=CC=CC=1)(C1C=CC=CC=1)C1C=CC=CC=1)[P](C1C=CC=CC=1)(C1C=CC=CC=1)C1C=CC=CC=1. The product is [F:9][C:8]([F:11])([F:10])[C:7]1[C:2]([CH2:32][NH:33][C:34](=[O:40])[O:35][C:36]([CH3:39])([CH3:38])[CH3:37])=[N:3][C:4]([C:12]2[CH:13]=[N:14][C:15]([C:18]([F:21])([F:20])[F:19])=[N:16][CH:17]=2)=[N:5][CH:6]=1. The yield is 0.600. (3) The reactants are [O:1]1[CH2:6][CH2:5][CH2:4][CH2:3][CH:2]1[N:7]1[C:15]2[C:10](=[CH:11][C:12]([C:16]3[N:20]=[CH:19][N:18]([C:21]([C:34]4[CH:39]=[CH:38][CH:37]=[CH:36][CH:35]=4)([C:28]4[CH:33]=[CH:32][CH:31]=[CH:30][CH:29]=4)[C:22]4[CH:27]=[CH:26][CH:25]=[CH:24][CH:23]=4)[N:17]=3)=[CH:13][CH:14]=2)[C:9]([C:40]2[CH:41]=[C:42]([CH:47]=[CH:48][CH:49]=2)[C:43]([O:45]C)=O)=[N:8]1.O.[OH-].[Li+].[CH3:53][C@H:54]([NH2:61])[C:55]1[CH:60]=[CH:59][CH:58]=[CH:57][CH:56]=1.O.ON1C2C=CC=CC=2N=N1.Cl.CN(C)CCCN=C=NCC. The catalyst is O1CCCC1.O1CCCC1.O. The product is [C:55]1([C@@H:54]([NH:61][C:43]([C:42]2[CH:47]=[CH:48][CH:49]=[C:40]([C:9]3[C:10]4[C:15](=[CH:14][CH:13]=[C:12]([C:16]5[N:20]=[CH:19][N:18]([C:21]([C:22]6[CH:23]=[CH:24][CH:25]=[CH:26][CH:27]=6)([C:28]6[CH:33]=[CH:32][CH:31]=[CH:30][CH:29]=6)[C:34]6[CH:39]=[CH:38][CH:37]=[CH:36][CH:35]=6)[N:17]=5)[CH:11]=4)[N:7]([CH:2]4[CH2:3][CH2:4][CH2:5][CH2:6][O:1]4)[N:8]=3)[CH:41]=2)=[O:45])[CH3:53])[CH:60]=[CH:59][CH:58]=[CH:57][CH:56]=1. The yield is 0.810. (4) The reactants are [F:1][C:2]([F:11])([F:10])[C:3]1[CH:4]=[CH:5][C:6](O)=[N:7][CH:8]=1.[CH2:12]([N:14](CC)CC)C.FC(F)(F)S(OS(C(F)(F)F)(=O)=O)(=O)=O. The catalyst is ClCCl.O.[C-]#N.[Zn+2].[C-]#N.C1C=CC([P]([Pd]([P](C2C=CC=CC=2)(C2C=CC=CC=2)C2C=CC=CC=2)([P](C2C=CC=CC=2)(C2C=CC=CC=2)C2C=CC=CC=2)[P](C2C=CC=CC=2)(C2C=CC=CC=2)C2C=CC=CC=2)(C2C=CC=CC=2)C2C=CC=CC=2)=CC=1. The product is [C:12]([C:6]1[CH:5]=[CH:4][C:3]([C:2]([F:11])([F:10])[F:1])=[CH:8][N:7]=1)#[N:14]. The yield is 0.750. (5) The reactants are Cl.Cl.[Cl:3][C:4]1[C:12]2[NH:11][N:10]=[CH:9][C:8]=2[C:7]2[CH2:13][N:14]([CH2:23][C:24]3[CH:29]=[CH:28][N:27]=[CH:26][CH:25]=3)[C:15](=[O:22])[C@H:16]([CH2:18][C:19]([OH:21])=O)[CH2:17][C:6]=2[CH:5]=1.C(O)(=O)C.[F:34][C:35]1[CH:36]=[CH:37][CH:38]=[C:39]2[C:44]=1[NH:43][C:42](=[O:45])[C:41]([CH:46]1[CH2:51][CH2:50][NH:49][CH2:48][CH2:47]1)=[CH:40]2.ClC1C2NN=CC=2C2CN(CC(C)(C)C)C(=O)[C@H](CC(=O)N3CCC(N4CC5C(=CC=CC=5)NC4=O)CC3)CC=2C=1. No catalyst specified. The product is [Cl:3][C:4]1[C:12]2[NH:11][N:10]=[CH:9][C:8]=2[C:7]2[CH2:13][N:14]([CH2:23][C:24]3[CH:25]=[CH:26][N:27]=[CH:28][CH:29]=3)[C:15](=[O:22])[C@H:16]([CH2:18][C:19]([N:49]3[CH2:50][CH2:51][CH:46]([C:41]4[C:42](=[O:45])[NH:43][C:44]5[C:39]([CH:40]=4)=[CH:38][CH:37]=[CH:36][C:35]=5[F:34])[CH2:47][CH2:48]3)=[O:21])[CH2:17][C:6]=2[CH:5]=1. The yield is 0.130. (6) The reactants are [CH3:1][O:2][C:3]1[CH:8]=[C:7]([N:9]2[CH2:14][CH2:13][NH:12][CH2:11][CH2:10]2)[N:6]2[N:15]=[CH:16][CH:17]=[C:5]2[N:4]=1.[C:18](Cl)(=[O:23])/[CH:19]=[CH:20]/[CH2:21][CH3:22]. The catalyst is ClCCl. The product is [CH3:1][O:2][C:3]1[CH:8]=[C:7]([N:9]2[CH2:10][CH2:11][N:12]([C:18](=[O:23])/[CH:19]=[CH:20]/[CH2:21][CH3:22])[CH2:13][CH2:14]2)[N:6]2[N:15]=[CH:16][CH:17]=[C:5]2[N:4]=1. The yield is 0.510.